Dataset: Full USPTO retrosynthesis dataset with 1.9M reactions from patents (1976-2016). Task: Predict the reactants needed to synthesize the given product. (1) The reactants are: Br[C:2]1[CH:7]=[CH:6][C:5]2[N:8]3[C:21]4[CH:20]=[CH:19][CH:18]=[CH:17][C:16]=4[C:15]([CH3:23])([CH3:22])[C:14]4[C:9]3=[C:10]([CH:11]=[CH:12][CH:13]=4)[C:4]=2[CH:3]=1.C([Li])CCC.[B:29](OC)([O:32]C)[O:30]C. Given the product [CH3:22][C:15]1([CH3:23])[C:14]2[C:9]3=[C:10]([C:4]4[CH:3]=[C:2]([B:29]([OH:32])[OH:30])[CH:7]=[CH:6][C:5]=4[N:8]3[C:21]3[CH:20]=[CH:19][CH:18]=[CH:17][C:16]1=3)[CH:11]=[CH:12][CH:13]=2, predict the reactants needed to synthesize it. (2) Given the product [CH3:15][C:14]([S:18](/[N:20]=[C:2](/[C:4]1[C:13]2[C:8](=[CH:9][CH:10]=[CH:11][CH:12]=2)[CH:7]=[CH:6][CH:5]=1)\[CH3:1])=[O:19])([CH3:17])[CH3:16], predict the reactants needed to synthesize it. The reactants are: [CH3:1][C:2]([C:4]1[C:13]2[C:8](=[CH:9][CH:10]=[CH:11][CH:12]=2)[CH:7]=[CH:6][CH:5]=1)=O.[C:14]([S@:18]([NH2:20])=[O:19])([CH3:17])([CH3:16])[CH3:15]. (3) Given the product [CH2:25]([O:26][C:27]1[CH:28]=[CH:10][C:11]([C:2]2[C:13]([CH3:14])=[CH:12][C:5]([O:6][C@@H:7]3[CH2:11][CH2:10][O:9][CH2:8]3)=[CH:4][C:3]=2[CH3:15])=[CH:7][C:8]=1[CH2:16][OH:19])[C:24]1[CH:12]=[CH:13][CH:2]=[CH:3][CH:4]=1, predict the reactants needed to synthesize it. The reactants are: Br[C:2]1[C:13]([CH3:14])=[CH:12][C:5]([O:6][C@@H:7]2[CH2:11][CH2:10][O:9][CH2:8]2)=[CH:4][C:3]=1[CH3:15].[C:16](=[O:19])(O)[O-].[Na+].O.Cl.O1[CH2:28][CH2:27][O:26][CH2:25][CH2:24]1.